From a dataset of Reaction yield outcomes from USPTO patents with 853,638 reactions. Predict the reaction yield, written as a fraction of the theoretical maximum amount of product (1.0 means a 100% yield; for example, 0.34 means a 34% yield). The reactants are C(OC([NH:8][CH2:9]/[C:10](/[CH2:13][C:14]1[CH:19]=[CH:18][C:17]([O:20]C)=[CH:16][CH:15]=1)=[CH:11]\[F:12])=O)(C)(C)C.B(Br)(Br)[Br:23]. The catalyst is ClCCl. The product is [BrH:23].[F:12]/[CH:11]=[C:10](/[CH2:13][C:14]1[CH:15]=[CH:16][C:17]([OH:20])=[CH:18][CH:19]=1)\[CH2:9][NH2:8]. The yield is 0.620.